From a dataset of Full USPTO retrosynthesis dataset with 1.9M reactions from patents (1976-2016). Predict the reactants needed to synthesize the given product. (1) Given the product [CH2:1]([C:5]1([CH2:29][CH2:30][CH2:31][CH3:32])[CH2:11][N:10]([C:12]2[CH:13]=[CH:14][C:15]([OH:18])=[CH:16][CH:17]=2)[C:9]2[CH:20]=[C:21]([N:24]([CH3:26])[CH3:25])[CH:22]=[CH:23][C:8]=2[S:7](=[O:27])(=[O:28])[CH2:6]1)[CH2:2][CH2:3][CH3:4], predict the reactants needed to synthesize it. The reactants are: [CH2:1]([C:5]1([CH2:29][CH2:30][CH2:31][CH3:32])[CH2:11][N:10]([C:12]2[CH:17]=[CH:16][C:15]([O:18]C)=[CH:14][CH:13]=2)[C:9]2[CH:20]=[C:21]([N:24]([CH3:26])[CH3:25])[CH:22]=[CH:23][C:8]=2[S:7](=[O:28])(=[O:27])[CH2:6]1)[CH2:2][CH2:3][CH3:4].B(Br)(Br)Br.O. (2) Given the product [CH2:9]([O:8][C:5]1[CH:6]=[CH:7][C:2]([CH:12]([OH:13])[C:14]2[CH:24]=[CH:23][C:17]([C:18]([O:20][CH2:21][CH3:22])=[O:19])=[CH:16][C:15]=2[OH:25])=[CH:3][CH:4]=1)[CH3:10], predict the reactants needed to synthesize it. The reactants are: Br[C:2]1[CH:7]=[CH:6][C:5]([O:8][CH2:9][CH3:10])=[CH:4][CH:3]=1.[Mg].[CH:12]([C:14]1[CH:24]=[CH:23][C:17]([C:18]([O:20][CH2:21][CH3:22])=[O:19])=[CH:16][C:15]=1[OH:25])=[O:13].Cl. (3) Given the product [F:1][C:2]1[CH:7]=[C:6]([NH:8][C:9]2[N:10]([CH3:14])[N:11]=[CH:12][CH:13]=2)[C:5]([NH2:15])=[CH:4][CH:3]=1, predict the reactants needed to synthesize it. The reactants are: [F:1][C:2]1[CH:3]=[CH:4][C:5]([N+:15]([O-])=O)=[C:6]([NH:8][C:9]2[N:10]([CH3:14])[N:11]=[CH:12][CH:13]=2)[CH:7]=1. (4) The reactants are: [O:1]1[C:10]2[C:5](=[CH:6][CH:7]=[CH:8][CH:9]=2)[C:4](=[O:11])[CH2:3][CH2:2]1.[Cl:12][S:13](O)(=[O:15])=[O:14]. Given the product [O:11]=[C:4]1[C:5]2[C:10](=[CH:9][CH:8]=[C:7]([S:13]([Cl:12])(=[O:15])=[O:14])[CH:6]=2)[O:1][CH2:2][CH2:3]1, predict the reactants needed to synthesize it. (5) Given the product [Cl:38][C:35]1[CH:36]=[CH:37][C:32]([C:29]2[S:30][CH:31]=[C:27]([CH2:26][S:22][C:2]3[C:3]([C:20]#[N:21])=[C:4]([C:14]4[CH:19]=[CH:18][CH:17]=[CH:16][CH:15]=4)[C:5]4[C:10](=[O:11])[NH:9][C:8](=[O:12])[NH:7][C:6]=4[N:13]=3)[N:28]=2)=[CH:33][CH:34]=1, predict the reactants needed to synthesize it. The reactants are: Cl[C:2]1[C:3]([C:20]#[N:21])=[C:4]([C:14]2[CH:19]=[CH:18][CH:17]=[CH:16][CH:15]=2)[C:5]2[C:10](=[O:11])[NH:9][C:8](=[O:12])[NH:7][C:6]=2[N:13]=1.[S-2:22].[Na+].[Na+].Cl[CH2:26][C:27]1[N:28]=[C:29]([C:32]2[CH:37]=[CH:36][C:35]([Cl:38])=[CH:34][CH:33]=2)[S:30][CH:31]=1.C(=O)(O)[O-].[Na+]. (6) Given the product [Cl:1][C:2]1[CH:3]=[C:4]([N:9]=[C:10]([C:12]2[N:13]=[N:14][S:15][C:16]=2[CH2:17][O:18][Si:19]([CH:23]([CH3:25])[CH3:24])([CH:26]([CH3:28])[CH3:27])[CH:20]([CH3:21])[CH3:22])[S:11][CH3:29])[CH:5]=[CH:6][C:7]=1[F:8], predict the reactants needed to synthesize it. The reactants are: [Cl:1][C:2]1[CH:3]=[C:4]([NH:9][C:10]([C:12]2[N:13]=[N:14][S:15][C:16]=2[CH2:17][O:18][Si:19]([CH:26]([CH3:28])[CH3:27])([CH:23]([CH3:25])[CH3:24])[CH:20]([CH3:22])[CH3:21])=[S:11])[CH:5]=[CH:6][C:7]=1[F:8].[CH2:29](Cl)Cl.CCN(C(C)C)C(C)C.FC(F)(F)S(OC)(=O)=O. (7) Given the product [Cl:24][C:22]1[CH:21]=[C:4]([CH:3]=[C:2]([NH:29][CH2:28][CH:25]2[CH2:27][CH2:26]2)[CH:23]=1)[CH2:5][O:6][C:7]1[CH:12]=[CH:11][CH:10]=[CH:9][C:8]=1[CH2:13][C:14]([O:16][C:17]([CH3:20])([CH3:19])[CH3:18])=[O:15], predict the reactants needed to synthesize it. The reactants are: Br[C:2]1[CH:3]=[C:4]([CH:21]=[C:22]([Cl:24])[CH:23]=1)[CH2:5][O:6][C:7]1[CH:12]=[CH:11][CH:10]=[CH:9][C:8]=1[CH2:13][C:14]([O:16][C:17]([CH3:20])([CH3:19])[CH3:18])=[O:15].[CH:25]1([CH2:28][NH2:29])[CH2:27][CH2:26]1.C(=O)([O-])[O-].[Cs+].[Cs+]. (8) Given the product [Br:1][C:2]1[CH:8]=[CH:7][C:5]2[N:6]=[C:15]([C:14]3[CH:18]=[CH:19][C:11]([OH:10])=[CH:12][CH:13]=3)[O:9][C:4]=2[CH:3]=1, predict the reactants needed to synthesize it. The reactants are: [Br:1][C:2]1[CH:8]=[CH:7][C:5]([NH2:6])=[C:4]([OH:9])[CH:3]=1.[OH:10][C:11]1[CH:19]=[CH:18][C:14]([C:15](O)=O)=[CH:13][CH:12]=1.